Dataset: HIV replication inhibition screening data with 41,000+ compounds from the AIDS Antiviral Screen. Task: Binary Classification. Given a drug SMILES string, predict its activity (active/inactive) in a high-throughput screening assay against a specified biological target. The molecule is O=c1cc(-c2cccs2)ss1. The result is 1 (active).